Dataset: Forward reaction prediction with 1.9M reactions from USPTO patents (1976-2016). Task: Predict the product of the given reaction. (1) The product is: [CH3:41][O:42][C:43](=[O:51])[C:44]1[CH:49]=[CH:48][CH:47]=[C:46]([N:27]2[C:17]3[N:18]=[C:19]([N:21]4[CH2:26][CH2:25][O:24][CH2:23][CH2:22]4)[N:20]=[C:15]([C:12]4[CH:11]=[N:10][C:9]([N:8]([CH2:7][C:6]5[CH:5]=[CH:4][C:3]([O:2][CH3:1])=[CH:40][CH:39]=5)[CH2:30][C:31]5[CH:32]=[CH:33][C:34]([O:37][CH3:38])=[CH:35][CH:36]=5)=[N:14][CH:13]=4)[C:16]=3[CH2:29][CH2:28]2)[CH:45]=1. Given the reactants [CH3:1][O:2][C:3]1[CH:40]=[CH:39][C:6]([CH2:7][N:8]([CH2:30][C:31]2[CH:36]=[CH:35][C:34]([O:37][CH3:38])=[CH:33][CH:32]=2)[C:9]2[N:14]=[CH:13][C:12]([C:15]3[C:16]4[CH2:29][CH2:28][NH:27][C:17]=4[N:18]=[C:19]([N:21]4[CH2:26][CH2:25][O:24][CH2:23][CH2:22]4)[N:20]=3)=[CH:11][N:10]=2)=[CH:5][CH:4]=1.[CH3:41][O:42][C:43](=[O:51])[C:44]1[CH:49]=[CH:48][CH:47]=[C:46](Br)[CH:45]=1, predict the reaction product. (2) Given the reactants [C:1]1([CH3:19])[CH:6]=[CH:5][C:4]([S:7]([N:10]2[CH2:15][CH2:14][S:13][CH2:12][C@H:11]2[C:16]([OH:18])=[O:17])(=[O:9])=[O:8])=[CH:3][CH:2]=1.[C:20]1([CH:26]=[CH:27][CH2:28]O)[CH:25]=[CH:24][CH:23]=[CH:22][CH:21]=1.C1CCC(N=C=NC2CCCCC2)CC1, predict the reaction product. The product is: [C:20]1([CH:26]=[CH:27][CH2:28][O:17][C:16]([C@@H:11]2[CH2:12][S:13][CH2:14][CH2:15][N:10]2[S:7]([C:4]2[CH:3]=[CH:2][C:1]([CH3:19])=[CH:6][CH:5]=2)(=[O:9])=[O:8])=[O:18])[CH:25]=[CH:24][CH:23]=[CH:22][CH:21]=1. (3) Given the reactants Br[C:2]1[CH:7]=[CH:6][C:5]([C:8]2[CH2:12][C:11]([C:17]3[CH:22]=[C:21]([Cl:23])[C:20]([F:24])=[C:19]([Cl:25])[CH:18]=3)([C:13]([F:16])([F:15])[F:14])[O:10][N:9]=2)=[CH:4][C:3]=1[CH3:26].[C:27]([O-:30])(=[O:29])C.[Na+].[CH3:32]O, predict the reaction product. The product is: [Cl:25][C:19]1[CH:18]=[C:17]([C:11]2([C:13]([F:16])([F:15])[F:14])[O:10][N:9]=[C:8]([C:5]3[CH:6]=[CH:7][C:2]([C:27]([O:30][CH3:32])=[O:29])=[C:3]([CH3:26])[CH:4]=3)[CH2:12]2)[CH:22]=[C:21]([Cl:23])[C:20]=1[F:24]. (4) Given the reactants [N:1]1[C:2]([CH2:10][N:11]([CH3:22])[C@@H:12]2[C:21]3[N:20]=[CH:19][CH:18]=[CH:17][C:16]=3[CH2:15][CH2:14][CH2:13]2)=[CH:3][N:4]2[CH:9]=[CH:8][CH:7]=[CH:6][C:5]=12.[NH:23]1[CH2:28][CH2:27][O:26][CH2:25][CH2:24]1.[CH2:29]=O, predict the reaction product. The product is: [CH3:22][N:11]([CH2:10][C:2]1[N:1]=[C:5]2[CH:6]=[CH:7][CH:8]=[CH:9][N:4]2[C:3]=1[CH2:29][N:23]1[CH2:28][CH2:27][O:26][CH2:25][CH2:24]1)[C@@H:12]1[C:21]2[N:20]=[CH:19][CH:18]=[CH:17][C:16]=2[CH2:15][CH2:14][CH2:13]1.